This data is from NCI-60 drug combinations with 297,098 pairs across 59 cell lines. The task is: Regression. Given two drug SMILES strings and cell line genomic features, predict the synergy score measuring deviation from expected non-interaction effect. (1) Drug 1: C1CC(=O)NC(=O)C1N2CC3=C(C2=O)C=CC=C3N. Drug 2: CCN(CC)CCNC(=O)C1=C(NC(=C1C)C=C2C3=C(C=CC(=C3)F)NC2=O)C. Cell line: TK-10. Synergy scores: CSS=3.36, Synergy_ZIP=0.703, Synergy_Bliss=3.33, Synergy_Loewe=0.421, Synergy_HSA=0.463. (2) Drug 1: C1=CN(C(=O)N=C1N)C2C(C(C(O2)CO)O)O.Cl. Drug 2: C1=NNC2=C1C(=O)NC=N2. Cell line: TK-10. Synergy scores: CSS=14.7, Synergy_ZIP=-3.23, Synergy_Bliss=-1.53, Synergy_Loewe=-8.10, Synergy_HSA=-0.521. (3) Drug 1: CC1=C2C(C(=O)C3(C(CC4C(C3C(C(C2(C)C)(CC1OC(=O)C(C(C5=CC=CC=C5)NC(=O)OC(C)(C)C)O)O)OC(=O)C6=CC=CC=C6)(CO4)OC(=O)C)OC)C)OC. Drug 2: CS(=O)(=O)C1=CC(=C(C=C1)C(=O)NC2=CC(=C(C=C2)Cl)C3=CC=CC=N3)Cl. Cell line: OVCAR-8. Synergy scores: CSS=51.3, Synergy_ZIP=6.81, Synergy_Bliss=5.08, Synergy_Loewe=-4.19, Synergy_HSA=6.37. (4) Drug 1: C1CN(CCN1C(=O)CCBr)C(=O)CCBr. Drug 2: C(CN)CNCCSP(=O)(O)O. Cell line: NCI-H226. Synergy scores: CSS=7.96, Synergy_ZIP=-2.09, Synergy_Bliss=-2.03, Synergy_Loewe=-1.05, Synergy_HSA=-3.25.